From a dataset of Forward reaction prediction with 1.9M reactions from USPTO patents (1976-2016). Predict the product of the given reaction. (1) Given the reactants [N+:1]([C:4]1[CH:9]=[CH:8][CH:7]=[CH:6][C:5]=1[S:10]([NH:13][C:14]1[CH:15]=[CH:16][C:17]([C:24]([F:27])([F:26])[F:25])=[C:18]2[C:23]=1[N:22]=[CH:21][CH:20]=[CH:19]2)(=[O:12])=[O:11])([O-])=O.Cl[Sn]Cl, predict the reaction product. The product is: [NH2:1][C:4]1[CH:9]=[CH:8][CH:7]=[CH:6][C:5]=1[S:10]([NH:13][C:14]1[CH:15]=[CH:16][C:17]([C:24]([F:27])([F:26])[F:25])=[C:18]2[C:23]=1[N:22]=[CH:21][CH:20]=[CH:19]2)(=[O:12])=[O:11]. (2) Given the reactants C([O:3][C:4]([C:6]1[CH:7]=[C:8]2[C:13](=[CH:14][CH:15]=1)[NH:12][CH:11]([C:16]1[CH:21]=[CH:20][CH:19]=[C:18]([NH:22][C:23]([CH3:34])([CH3:33])[C:24]([N:26]3[CH2:31][CH2:30][N:29]([CH3:32])[CH2:28][CH2:27]3)=[O:25])[CH:17]=1)[C:10]([CH3:36])([CH3:35])[CH2:9]2)=[O:5])C.Cl, predict the reaction product. The product is: [CH3:34][C:23]([NH:22][C:18]1[CH:17]=[C:16]([CH:11]2[C:10]([CH3:35])([CH3:36])[CH2:9][C:8]3[C:13](=[CH:14][CH:15]=[C:6]([C:4]([OH:5])=[O:3])[CH:7]=3)[NH:12]2)[CH:21]=[CH:20][CH:19]=1)([CH3:33])[C:24]([N:26]1[CH2:27][CH2:28][N:29]([CH3:32])[CH2:30][CH2:31]1)=[O:25]. (3) Given the reactants [N:1]1[C:9]([NH:10][C@H:11]([C:13]2[N:14]([C:25]3[CH:30]=[CH:29][CH:28]=[CH:27][CH:26]=3)[C:15](=[O:24])[C:16]3[C:21]([CH:22]=2)=[CH:20][CH:19]=[CH:18][C:17]=3[CH3:23])[CH3:12])=[C:8]2[C:4]([NH:5][CH:6]=[N:7]2)=[N:3][CH:2]=1.[NH2:31]C1N=C2C(NC=N2)=C(Cl)N=1.C(N(CC)C(C)C)(C)C, predict the reaction product. The product is: [NH2:31][C:2]1[N:3]=[C:4]2[C:8]([N:7]=[CH:6][NH:5]2)=[C:9]([NH:10][C@H:11]([C:13]2[N:14]([C:25]3[CH:30]=[CH:29][CH:28]=[CH:27][CH:26]=3)[C:15](=[O:24])[C:16]3[C:21]([CH:22]=2)=[CH:20][CH:19]=[CH:18][C:17]=3[CH3:23])[CH3:12])[N:1]=1.